This data is from Catalyst prediction with 721,799 reactions and 888 catalyst types from USPTO. The task is: Predict which catalyst facilitates the given reaction. Reactant: [CH2:1]([O:3][C:4]([C:6]1[CH:7]=[C:8]2[C:13](=[CH:14][CH:15]=1)[NH:12][CH:11]([C:16]1[CH:21]=[CH:20][CH:19]=[C:18](Br)[CH:17]=1)[C:10]([CH3:24])([CH3:23])[CH2:9]2)=[O:5])[CH3:2].[NH:25]1[CH2:30][CH2:29][O:28][CH2:27][CH2:26]1.Cl.CN(C)CC(O)=O.C(=O)([O-])[O-].[K+].[K+]. Product: [CH2:1]([O:3][C:4]([C:6]1[CH:7]=[C:8]2[C:13](=[CH:14][CH:15]=1)[NH:12][CH:11]([C:16]1[CH:21]=[CH:20][CH:19]=[C:18]([N:25]3[CH2:30][CH2:29][O:28][CH2:27][CH2:26]3)[CH:17]=1)[C:10]([CH3:24])([CH3:23])[CH2:9]2)=[O:5])[CH3:2]. The catalyst class is: 156.